From a dataset of CYP3A4 inhibition data for predicting drug metabolism from PubChem BioAssay. Regression/Classification. Given a drug SMILES string, predict its absorption, distribution, metabolism, or excretion properties. Task type varies by dataset: regression for continuous measurements (e.g., permeability, clearance, half-life) or binary classification for categorical outcomes (e.g., BBB penetration, CYP inhibition). Dataset: cyp3a4_veith. (1) The result is 1 (inhibitor). The compound is Cc1nn(C(C)C(=O)Nc2ccc(Cl)cn2)c(C)c1[N+](=O)[O-]. (2) The molecule is Cc1cc(N2CCN(C)CC2)nc2ccc(NC(=O)CCC(=O)NCc3ccco3)cc12. The result is 1 (inhibitor). (3) The drug is O=C(OC(C(=O)NC1CCCC1)c1ccncc1)C1=Cc2ccccc2OC1. The result is 1 (inhibitor). (4) The drug is Cc1cc(C)c2[nH]c(=O)c(CN(Cc3ccco3)C(=O)c3cccs3)cc2c1. The result is 1 (inhibitor). (5) The result is 1 (inhibitor). The compound is COc1cccc([C@@H]2Oc3ccc(OC)cc3/C(=N/O[C@@H](C)c3cc(-c4c(C)cc(C)cc4C)no3)[C@@H]2O)c1.